Dataset: Full USPTO retrosynthesis dataset with 1.9M reactions from patents (1976-2016). Task: Predict the reactants needed to synthesize the given product. (1) The reactants are: [NH:1]([C:16]([O:18][C:19]([CH3:22])([CH3:21])[CH3:20])=[O:17])[C@H:2]([C:6]([N:8]1[CH2:15][CH2:14][CH2:13][C@H:9]1[C:10]([OH:12])=[O:11])=[O:7])[CH:3]([CH3:5])[CH3:4].ON1C2C=CC=CC=2N=N1.C(N=C=NC(C)C)(C)C.[CH:42]1[C:48]([NH2:49])=[N:47][C:45](=[O:46])[N:44]([C@@H:50]2[O:54][C@H:53]([CH2:55][OH:56])[C@@H:52]([OH:57])[C@@H:51]2[OH:58])[CH:43]=1. Given the product [NH:1]([C:16]([O:18][C:19]([CH3:21])([CH3:20])[CH3:22])=[O:17])[C@H:2]([C:6]([N:8]1[CH2:15][CH2:14][CH2:13][C@H:9]1[C:10]([OH:12])=[O:11])=[O:7])[CH:3]([CH3:5])[CH3:4].[CH:42]1[C:48]([NH2:49])=[N:47][C:45](=[O:46])[N:44]([C@@H:50]2[O:54][C@H:53]([CH2:55][OH:56])[C@@H:52]([OH:57])[C@@H:51]2[OH:58])[CH:43]=1, predict the reactants needed to synthesize it. (2) Given the product [F:31][C:32]1[CH:33]=[C:34]([CH2:35][CH2:36][NH:37][C:8]([C:5]2[N:6]=[N:7][C:2]([Cl:1])=[CH:3][CH:4]=2)=[O:10])[CH:38]=[CH:39][CH:40]=1, predict the reactants needed to synthesize it. The reactants are: [Cl:1][C:2]1[N:7]=[N:6][C:5]([C:8]([OH:10])=O)=[CH:4][CH:3]=1.C(N(C(C)C)CC)(C)C.O.ON1C2C=CC=CC=2N=N1.[F:31][C:32]1[CH:33]=[C:34]([CH:38]=[CH:39][CH:40]=1)[CH2:35][CH2:36][NH2:37]. (3) Given the product [CH:32]([O:31][C:29](=[O:30])[NH:18][C:14]1[C:13]([NH2:19])=[N:12][C:11]([N:10]2[C:4]3[C:5](=[N:6][CH:7]=[C:2]([F:1])[CH:3]=3)[C:8]([CH2:20][C:21]3[CH:26]=[CH:25][CH:24]=[CH:23][C:22]=3[F:27])=[N:9]2)=[N:16][C:15]=1[NH2:17])([CH3:34])[CH3:33], predict the reactants needed to synthesize it. The reactants are: [F:1][C:2]1[CH:3]=[C:4]2[N:10]([C:11]3[N:16]=[C:15]([NH2:17])[C:14]([NH2:18])=[C:13]([NH2:19])[N:12]=3)[N:9]=[C:8]([CH2:20][C:21]3[CH:26]=[CH:25][CH:24]=[CH:23][C:22]=3[F:27])[C:5]2=[N:6][CH:7]=1.Cl[C:29]([O:31][CH:32]([CH3:34])[CH3:33])=[O:30]. (4) Given the product [CH3:15][N:14]([CH3:16])[C:13]1[CH:17]=[CH:18][C:10]([C:3]2[C:2]([N:22]3[CH2:21][CH2:20][N:19]([C:25]([O:27][C:28]([CH3:31])([CH3:30])[CH3:29])=[O:26])[CH2:24][CH2:23]3)=[CH:7][CH:6]=[C:5]([O:8][CH3:9])[N:4]=2)=[CH:11][CH:12]=1, predict the reactants needed to synthesize it. The reactants are: Br[C:2]1[C:3]([C:10]2[CH:18]=[CH:17][C:13]([N:14]([CH3:16])[CH3:15])=[CH:12][CH:11]=2)=[N:4][C:5]([O:8][CH3:9])=[CH:6][CH:7]=1.[N:19]1([C:25]([O:27][C:28]([CH3:31])([CH3:30])[CH3:29])=[O:26])[CH2:24][CH2:23][NH:22][CH2:21][CH2:20]1.C1C=CC(P(C2C(C3C(P(C4C=CC=CC=4)C4C=CC=CC=4)=CC=C4C=3C=CC=C4)=C3C(C=CC=C3)=CC=2)C2C=CC=CC=2)=CC=1.CC(C)([O-])C.[Na+]. (5) Given the product [NH2:12][CH2:2][C:3]1[CH:7]=[CH:6][S:5][C:4]=1[C:8]([O:10][CH3:11])=[O:9], predict the reactants needed to synthesize it. The reactants are: Br[CH2:2][C:3]1[CH:7]=[CH:6][S:5][C:4]=1[C:8]([O:10][CH3:11])=[O:9].[NH3:12]. (6) Given the product [C:27]([NH:30][C:31]1[CH:36]=[C:35]([C:2]2[CH:3]=[C:4]([C:14]([NH:16][CH2:17][C:18]3[C:19](=[O:26])[NH:20][C:21]([CH3:25])=[CH:22][C:23]=3[CH3:24])=[O:15])[C:5]3[CH:10]=[N:9][N:8]([CH:11]([CH3:13])[CH3:12])[C:6]=3[N:7]=2)[CH:34]=[CH:33][CH:32]=1)(=[O:29])[CH3:28], predict the reactants needed to synthesize it. The reactants are: Cl[C:2]1[CH:3]=[C:4]([C:14]([NH:16][CH2:17][C:18]2[C:19](=[O:26])[NH:20][C:21]([CH3:25])=[CH:22][C:23]=2[CH3:24])=[O:15])[C:5]2[CH:10]=[N:9][N:8]([CH:11]([CH3:13])[CH3:12])[C:6]=2[N:7]=1.[C:27]([NH:30][C:31]1[CH:32]=[C:33](B(O)O)[CH:34]=[CH:35][CH:36]=1)(=[O:29])[CH3:28].C(=O)(O)[O-].[Na+].O.